Task: Predict the reaction yield, written as a fraction of the theoretical maximum amount of product (1.0 means a 100% yield; for example, 0.34 means a 34% yield).. Dataset: Reaction yield outcomes from USPTO patents with 853,638 reactions (1) The reactants are [CH3:1][CH:2]1[CH2:7][CH2:6][CH2:5][CH2:4][N:3]1[C:8]1[CH:15]=[CH:14][C:11]([C:12]#N)=[CH:10][C:9]=1[C:16]([F:19])([F:18])[F:17].[OH-:20].[Na+].Cl.C[OH:24]. No catalyst specified. The product is [CH3:1][CH:2]1[CH2:7][CH2:6][CH2:5][CH2:4][N:3]1[C:8]1[CH:15]=[CH:14][C:11]([C:12]([OH:24])=[O:20])=[CH:10][C:9]=1[C:16]([F:19])([F:18])[F:17]. The yield is 0.910. (2) The reactants are Cl[C:2]1[C:11]2[C:6](=[CH:7][C:8]([O:14][CH2:15][CH2:16][CH2:17][N:18]3[CH2:22][CH2:21][CH2:20][CH2:19]3)=[C:9]([O:12][CH3:13])[CH:10]=2)[N:5]=[CH:4][N:3]=1.[F:23][C:24]1[C:32]([OH:33])=[CH:31][CH:30]=[C:29]2[C:25]=1[CH:26]=[CH:27][NH:28]2.C(=O)([O-])[O-].[K+].[K+]. The yield is 0.520. The catalyst is CN(C=O)C. The product is [F:23][C:24]1[C:32]([O:33][C:2]2[C:11]3[C:6](=[CH:7][C:8]([O:14][CH2:15][CH2:16][CH2:17][N:18]4[CH2:22][CH2:21][CH2:20][CH2:19]4)=[C:9]([O:12][CH3:13])[CH:10]=3)[N:5]=[CH:4][N:3]=2)=[CH:31][CH:30]=[C:29]2[C:25]=1[CH:26]=[CH:27][NH:28]2. (3) The reactants are [CH3:1][C:2]1[S:3][C:4]([C:7]([OH:9])=[O:8])=[CH:5][N:6]=1.[CH2:10]([Li])CCC.[CH2:15]([C:19]1[C:23]([CH:24]=[O:25])=[C:22]([CH3:26])[O:21][N:20]=1)[CH2:16][CH2:17][CH3:18]. The catalyst is C1COCC1.CCCCCC. The product is [CH3:10][O:8][C:7]([C:4]1[S:3][C:2]([CH2:1][CH:24]([C:23]2[C:19]([CH2:15][CH2:16][CH2:17][CH3:18])=[N:20][O:21][C:22]=2[CH3:26])[OH:25])=[N:6][CH:5]=1)=[O:9]. The yield is 0.100. (4) The reactants are OC1C2N=NNC=2C=CC=1.Cl.CN(C)CCCN=C=NCC.[CH3:23][N:24]1[C:28]2=[N:29][CH:30]=[C:31]([C:33]([OH:35])=O)[CH:32]=[C:27]2[C:26]([CH3:36])=[N:25]1.[NH2:37][CH2:38][CH2:39][NH:40][C:41](=[O:47])[O:42][C:43]([CH3:46])([CH3:45])[CH3:44]. The catalyst is CN(C)C=O. The product is [CH3:23][N:24]1[C:28]2=[N:29][CH:30]=[C:31]([C:33]([NH:37][CH2:38][CH2:39][NH:40][C:41](=[O:47])[O:42][C:43]([CH3:45])([CH3:44])[CH3:46])=[O:35])[CH:32]=[C:27]2[C:26]([CH3:36])=[N:25]1. The yield is 0.570. (5) The reactants are C([N:8]1[CH2:13][CH2:12][N:11]2[CH:14]=[N:15][C:16]([C:17]([O:19][CH3:20])=[O:18])=[C:10]2[CH2:9]1)C1C=CC=CC=1.[C:32]([O:31][C:29](O[C:29]([O:31][C:32]([CH3:35])([CH3:34])[CH3:33])=[O:30])=[O:30])([CH3:35])([CH3:34])[CH3:33].CCN(C(C)C)C(C)C. The catalyst is C(O)C.[OH-].[OH-].[Pd+2]. The product is [C:16]1([C:17]([O:19][CH3:20])=[O:18])[N:15]=[CH:14][N:11]2[CH2:12][CH2:13][N:8]([C:29]([O:31][C:32]([CH3:33])([CH3:34])[CH3:35])=[O:30])[CH2:9][C:10]=12. The yield is 0.830. (6) The reactants are Cl.[Cl:2][C:3]1[S:25][C:6]2[C:7]3([CH2:17][CH2:16][N:15](C(OC(C)(C)C)=O)[CH2:14][CH2:13]3)[O:8][CH2:9][C:10]([F:12])([F:11])[C:5]=2[CH:4]=1.O.[OH-].[Na+]. The catalyst is C(O)(C)C. The product is [Cl:2][C:3]1[S:25][C:6]2[C:7]3([CH2:13][CH2:14][NH:15][CH2:16][CH2:17]3)[O:8][CH2:9][C:10]([F:12])([F:11])[C:5]=2[CH:4]=1. The yield is 0.970. (7) The product is [Br:13][C:14]1[CH:19]=[CH:18][C:17]2[O:20][C:1](=[O:2])[N:22]([C:23]3[CH:24]=[CH:25][CH:26]=[CH:27][CH:28]=3)[CH2:21][C:16]=2[CH:15]=1. The catalyst is CN(C1C=CN=CC=1)C.C(Cl)Cl. The yield is 1.00. The reactants are [C:1](N1C=CN=C1)(N1C=CN=C1)=[O:2].[Br:13][C:14]1[CH:19]=[CH:18][C:17]([OH:20])=[C:16]([CH2:21][NH:22][C:23]2[CH:28]=[CH:27][CH:26]=[CH:25][CH:24]=2)[CH:15]=1. (8) The reactants are [CH2:1]([O:3][C:4](=[O:19])[CH2:5][O:6][C:7]1[CH:12]=[C:11]([CH3:13])[C:10]([O:14][CH3:15])=[CH:9][C:8]=1[CH:16]([CH3:18])[CH3:17])[CH3:2].[H-].[Na+].[CH:22]([O:24][CH2:25]C)=O.IC. The catalyst is COCCOC. The product is [CH2:1]([O:3][C:4](=[O:19])[C:5]([O:6][C:7]1[CH:12]=[C:11]([CH3:13])[C:10]([O:14][CH3:15])=[CH:9][C:8]=1[CH:16]([CH3:18])[CH3:17])=[CH:22][O:24][CH3:25])[CH3:2]. The yield is 0.230. (9) The yield is 0.250. The reactants are [CH2:1]([O:8][CH:9]1[CH2:14][CH2:13][CH:12]([OH:15])[CH:11]([F:16])[CH2:10]1)[C:2]1[CH:7]=[CH:6][CH:5]=[CH:4][CH:3]=1.[H-].[Na+].[CH:19]1[CH:24]=[CH:23][CH:22]=[CH:21][CH:20]=1.[C:25](=O)(O)[O-].[Na+].C(O[CH2:34][CH3:35])(=O)C. The product is [CH2:1]([O:8][CH:9]1[CH2:14][CH2:13][CH:12]([O:15][CH2:25][C:34]([C:19]2[CH:24]=[CH:23][CH:22]=[CH:21][CH:20]=2)=[CH2:35])[CH:11]([F:16])[CH2:10]1)[C:2]1[CH:3]=[CH:4][CH:5]=[CH:6][CH:7]=1. The catalyst is CCCCCC.O1CCCC1.CN(C)C=O.